The task is: Binary Classification. Given a drug SMILES string, predict its activity (active/inactive) in a high-throughput screening assay against a specified biological target.. This data is from HIV replication inhibition screening data with 41,000+ compounds from the AIDS Antiviral Screen. The molecule is Cc1ccc2c(c1)SCc1c-2[nH]c2ccccc12. The result is 0 (inactive).